Dataset: Reaction yield outcomes from USPTO patents with 853,638 reactions. Task: Predict the reaction yield, written as a fraction of the theoretical maximum amount of product (1.0 means a 100% yield; for example, 0.34 means a 34% yield). The reactants are [C:1]([Si:5]([CH3:18])([CH3:17])[N:6]1[C:10]2=[N:11][CH:12]=[C:13]([CH:15]=[O:16])[CH:14]=[C:9]2[CH2:8][CH2:7]1)([CH3:4])([CH3:3])[CH3:2].C(C1C(=O)C(Cl)=C(Cl)C(=O)C=1C#N)#N. The catalyst is C(Cl)Cl.P([O-])([O-])([O-])=O. The product is [C:1]([Si:5]([CH3:18])([CH3:17])[N:6]1[C:10]2=[N:11][CH:12]=[C:13]([CH:15]=[O:16])[CH:14]=[C:9]2[CH:8]=[CH:7]1)([CH3:4])([CH3:3])[CH3:2]. The yield is 0.210.